This data is from NCI-60 drug combinations with 297,098 pairs across 59 cell lines. The task is: Regression. Given two drug SMILES strings and cell line genomic features, predict the synergy score measuring deviation from expected non-interaction effect. (1) Drug 1: COC1=CC(=CC(=C1O)OC)C2C3C(COC3=O)C(C4=CC5=C(C=C24)OCO5)OC6C(C(C7C(O6)COC(O7)C8=CC=CS8)O)O. Drug 2: C1=CC=C(C=C1)NC(=O)CCCCCCC(=O)NO. Cell line: HL-60(TB). Synergy scores: CSS=75.1, Synergy_ZIP=3.23, Synergy_Bliss=2.60, Synergy_Loewe=0.00309, Synergy_HSA=6.18. (2) Drug 1: CC1C(C(CC(O1)OC2CC(CC3=C2C(=C4C(=C3O)C(=O)C5=C(C4=O)C(=CC=C5)OC)O)(C(=O)C)O)N)O.Cl. Drug 2: CC12CCC3C(C1CCC2O)C(CC4=C3C=CC(=C4)O)CCCCCCCCCS(=O)CCCC(C(F)(F)F)(F)F. Cell line: NCI-H322M. Synergy scores: CSS=2.44, Synergy_ZIP=-0.854, Synergy_Bliss=0.815, Synergy_Loewe=-3.12, Synergy_HSA=-0.118. (3) Cell line: A549. Drug 1: CC1=C2C(C(=O)C3(C(CC4C(C3C(C(C2(C)C)(CC1OC(=O)C(C(C5=CC=CC=C5)NC(=O)OC(C)(C)C)O)O)OC(=O)C6=CC=CC=C6)(CO4)OC(=O)C)OC)C)OC. Synergy scores: CSS=61.5, Synergy_ZIP=-1.48, Synergy_Bliss=-2.25, Synergy_Loewe=2.53, Synergy_HSA=4.75. Drug 2: C1=CC(=CC=C1CCC2=CNC3=C2C(=O)NC(=N3)N)C(=O)NC(CCC(=O)O)C(=O)O. (4) Drug 1: CN1C2=C(C=C(C=C2)N(CCCl)CCCl)N=C1CCCC(=O)O.Cl. Drug 2: C1C(C(OC1N2C=NC3=C2NC=NCC3O)CO)O. Cell line: EKVX. Synergy scores: CSS=4.69, Synergy_ZIP=-0.475, Synergy_Bliss=2.86, Synergy_Loewe=3.42, Synergy_HSA=1.82. (5) Drug 1: CC1=C(C=C(C=C1)NC2=NC=CC(=N2)N(C)C3=CC4=NN(C(=C4C=C3)C)C)S(=O)(=O)N.Cl. Drug 2: C1=CC(=CC=C1CCC2=CNC3=C2C(=O)NC(=N3)N)C(=O)NC(CCC(=O)O)C(=O)O. Cell line: NCI/ADR-RES. Synergy scores: CSS=17.2, Synergy_ZIP=3.12, Synergy_Bliss=3.99, Synergy_Loewe=-7.40, Synergy_HSA=2.88. (6) Drug 1: CCC(=C(C1=CC=CC=C1)C2=CC=C(C=C2)OCCN(C)C)C3=CC=CC=C3.C(C(=O)O)C(CC(=O)O)(C(=O)O)O. Drug 2: CC1CCCC2(C(O2)CC(NC(=O)CC(C(C(=O)C(C1O)C)(C)C)O)C(=CC3=CSC(=N3)C)C)C. Cell line: LOX IMVI. Synergy scores: CSS=53.3, Synergy_ZIP=11.1, Synergy_Bliss=10.8, Synergy_Loewe=-28.5, Synergy_HSA=4.24. (7) Drug 1: C1CN(CCN1C(=O)CCBr)C(=O)CCBr. Drug 2: CS(=O)(=O)OCCCCOS(=O)(=O)C. Cell line: COLO 205. Synergy scores: CSS=40.6, Synergy_ZIP=-13.1, Synergy_Bliss=-2.99, Synergy_Loewe=0.622, Synergy_HSA=3.40.